Dataset: Reaction yield outcomes from USPTO patents with 853,638 reactions. Task: Predict the reaction yield, written as a fraction of the theoretical maximum amount of product (1.0 means a 100% yield; for example, 0.34 means a 34% yield). (1) The product is [F:1][C:2]1[CH:3]=[C:4]([CH:5]=[C:6]([F:8])[CH:7]=1)[O:9][CH:13]1[CH2:14][CH2:15][O:10][CH2:11][CH2:12]1. The yield is 0.900. The catalyst is C1COCC1. The reactants are [F:1][C:2]1[CH:3]=[C:4]([OH:9])[CH:5]=[C:6]([F:8])[CH:7]=1.[O:10]1[CH2:15][CH2:14][CH:13](O)[CH2:12][CH2:11]1.C1(P(C2C=CC=CC=2)C2C=CC=CC=2)C=CC=CC=1.CC(OC(/N=N/C(OC(C)C)=O)=O)C. (2) The product is [F:29][C:30]1([F:42])[C@H:13]2[C@@H:14]1[CH2:15][N:11]([S:8]([C:5]1[CH:6]=[CH:7][C:2]([F:1])=[CH:3][CH:4]=1)(=[O:9])=[O:10])[C@@H:12]2[C:16]([O:18][CH3:19])=[O:17]. The yield is 0.117. No catalyst specified. The reactants are [F:1][C:2]1[CH:7]=[CH:6][C:5]([S:8]([N:11]2[CH2:15][CH:14]=[CH:13][C@H:12]2[C:16]([O:18][CH3:19])=[O:17])(=[O:10])=[O:9])=[CH:4][CH:3]=1.C1(C)C=CC=CC=1.[F-].[Na+].[F:29][C:30]([F:42])(S(F)(=O)=O)C(O[Si](C)(C)C)=O. (3) The reactants are [Cl:1][C:2]1[C:7]([CH:8]([OH:13])[C:9]([O:11][CH3:12])=[O:10])=[C:6]([CH3:14])[N:5]=[C:4]2[S:15][C:16]3[CH2:21][CH2:20][CH2:19][CH2:18][C:17]=3[C:3]=12.C(O[C:26]([CH3:29])([CH3:28])[CH3:27])(=O)C.Cl(O)(=O)(=O)=O. No catalyst specified. The product is [Cl:1][C:2]1[C:7]([CH:8]([O:13][C:26]([CH3:29])([CH3:28])[CH3:27])[C:9]([O:11][CH3:12])=[O:10])=[C:6]([CH3:14])[N:5]=[C:4]2[S:15][C:16]3[CH2:21][CH2:20][CH2:19][CH2:18][C:17]=3[C:3]=12. The yield is 0.590. (4) The reactants are [Cl:1][C:2]1[C:7]([CH2:8]O)=[CH:6][CH:5]=[CH:4][N:3]=1.S(Cl)([Cl:12])=O. The catalyst is C(Cl)(Cl)Cl.CN(C=O)C. The product is [Cl:1][C:2]1[C:7]([CH2:8][Cl:12])=[CH:6][CH:5]=[CH:4][N:3]=1. The yield is 0.890. (5) The reactants are Br[C:2]1[C:10]2[C:5](=[N:6][CH:7]=[C:8]([C:11]3[CH:12]=[C:13]([CH:26]=[CH:27][CH:28]=3)[C:14]([NH:16][C:17]([C:20]3[CH:25]=[CH:24][CH:23]=[CH:22][CH:21]=3)([CH3:19])[CH3:18])=[O:15])[CH:9]=2)[O:4][C:3]=1[C:29]1[CH:34]=[CH:33][C:32]([F:35])=[CH:31][CH:30]=1.[CH3:36]B1OB(C)OB(C)O1.C([O-])([O-])=O.[Na+].[Na+]. The catalyst is CN(C=O)C.O.CCOC(C)=O.C1C=CC([P]([Pd]([P](C2C=CC=CC=2)(C2C=CC=CC=2)C2C=CC=CC=2)([P](C2C=CC=CC=2)(C2C=CC=CC=2)C2C=CC=CC=2)[P](C2C=CC=CC=2)(C2C=CC=CC=2)C2C=CC=CC=2)(C2C=CC=CC=2)C2C=CC=CC=2)=CC=1. The product is [F:35][C:32]1[CH:33]=[CH:34][C:29]([C:3]2[O:4][C:5]3=[N:6][CH:7]=[C:8]([C:11]4[CH:12]=[C:13]([CH:26]=[CH:27][CH:28]=4)[C:14]([NH:16][C:17]([C:20]4[CH:21]=[CH:22][CH:23]=[CH:24][CH:25]=4)([CH3:19])[CH3:18])=[O:15])[CH:9]=[C:10]3[C:2]=2[CH3:36])=[CH:30][CH:31]=1. The yield is 0.850.